Predict the product of the given reaction. From a dataset of Forward reaction prediction with 1.9M reactions from USPTO patents (1976-2016). (1) Given the reactants [CH2:1]([NH:8][C:9]1[C:10]2[S:18][CH:17]=[C:16](Br)[C:11]=2[N:12]=[C:13]([Cl:15])[N:14]=1)[C:2]1[CH:7]=[CH:6][CH:5]=[CH:4][CH:3]=1.[CH2:20]([Sn](CCCC)(CCCC)C=C)[CH2:21]CC.[F-].[K+], predict the reaction product. The product is: [CH2:1]([NH:8][C:9]1[C:10]2[S:18][CH:17]=[C:16]([CH:20]=[CH2:21])[C:11]=2[N:12]=[C:13]([Cl:15])[N:14]=1)[C:2]1[CH:7]=[CH:6][CH:5]=[CH:4][CH:3]=1. (2) Given the reactants [CH3:1][C:2]1([CH3:16])[CH2:14][C:13](=[O:15])[C:12]2[C:11]3[C:6](=[CH:7][CH:8]=[CH:9][CH:10]=3)[NH:5][C:4]=2[CH2:3]1.[H-].[Na+].[CH3:19][O:20][C:21](=[O:30])[C:22]1[CH:27]=[CH:26][C:25]([CH2:28]Br)=[CH:24][CH:23]=1, predict the reaction product. The product is: [CH3:1][C:2]1([CH3:16])[CH2:14][C:13](=[O:15])[C:12]2[C:11]3[C:6](=[CH:7][CH:8]=[CH:9][CH:10]=3)[N:5]([CH2:28][C:25]3[CH:26]=[CH:27][C:22]([C:21]([O:20][CH3:19])=[O:30])=[CH:23][CH:24]=3)[C:4]=2[CH2:3]1.